From a dataset of Merck oncology drug combination screen with 23,052 pairs across 39 cell lines. Regression. Given two drug SMILES strings and cell line genomic features, predict the synergy score measuring deviation from expected non-interaction effect. (1) Drug 1: COc1cccc2c1C(=O)c1c(O)c3c(c(O)c1C2=O)CC(O)(C(=O)CO)CC3OC1CC(N)C(O)C(C)O1. Cell line: HT144. Synergy scores: synergy=1.82. Drug 2: N#Cc1ccc(Cn2cncc2CN2CCN(c3cccc(Cl)c3)C(=O)C2)cc1. (2) Drug 1: O=C(NOCC(O)CO)c1ccc(F)c(F)c1Nc1ccc(I)cc1F. Drug 2: CCc1cnn2c(NCc3ccc[n+]([O-])c3)cc(N3CCCCC3CCO)nc12. Cell line: OV90. Synergy scores: synergy=-6.92. (3) Drug 1: N#Cc1ccc(Cn2cncc2CN2CCN(c3cccc(Cl)c3)C(=O)C2)cc1. Drug 2: NC1CCCCC1N.O=C(O)C(=O)O.[Pt+2]. Cell line: KPL1. Synergy scores: synergy=-3.10. (4) Drug 1: CS(=O)(=O)CCNCc1ccc(-c2ccc3ncnc(Nc4ccc(OCc5cccc(F)c5)c(Cl)c4)c3c2)o1. Drug 2: Cn1cc(-c2cnn3c(N)c(Br)c(C4CCCNC4)nc23)cn1. Cell line: DLD1. Synergy scores: synergy=13.5. (5) Drug 1: NC1(c2ccc(-c3nc4ccn5c(=O)[nH]nc5c4cc3-c3ccccc3)cc2)CCC1. Drug 2: CCc1c2c(nc3ccc(O)cc13)-c1cc3c(c(=O)n1C2)COC(=O)C3(O)CC. Cell line: OVCAR3. Synergy scores: synergy=7.07.